Dataset: Full USPTO retrosynthesis dataset with 1.9M reactions from patents (1976-2016). Task: Predict the reactants needed to synthesize the given product. (1) Given the product [NH2:37][C:38]1[C:39]([C:40](=[O:41])[NH2:42])=[CH:43][CH:44]=[CH:45][C:46]=1[NH:47][C:1]([C:4]1[CH:9]=[CH:8][C:7]([CH:10]2[CH2:15][CH2:14][N:13]([C:16]([O:18][C:19]([CH3:20])([CH3:22])[CH3:21])=[O:17])[CH2:12][CH2:11]2)=[CH:6][CH:5]=1)=[O:2], predict the reactants needed to synthesize it. The reactants are: [C:1]([C:4]1[CH:9]=[CH:8][C:7]([CH:10]2[CH2:15][CH2:14][N:13]([C:16]([O:18][C:19]([CH3:22])([CH3:21])[CH3:20])=[O:17])[CH2:12][CH2:11]2)=[CH:6][CH:5]=1)(O)=[O:2].C(C1NC=CN=1)(C1NC=CN=1)=O.Cl.Cl.[NH2:37][C:38]1[C:46]([NH2:47])=[CH:45][CH:44]=[CH:43][C:39]=1[C:40]([NH2:42])=[O:41].C(O)(C)C. (2) Given the product [Cl:15][C:16]1[CH:17]=[C:18]([NH:19][C:12]([C:3]2[C:2]([OH:1])=[CH:11][C:10]3[C:5](=[CH:6][CH:7]=[CH:8][CH:9]=3)[CH:4]=2)=[O:14])[CH:20]=[C:21]([Cl:23])[CH:22]=1, predict the reactants needed to synthesize it. The reactants are: [OH:1][C:2]1[C:3]([C:12]([OH:14])=O)=[CH:4][C:5]2[C:10]([CH:11]=1)=[CH:9][CH:8]=[CH:7][CH:6]=2.[Cl:15][C:16]1[CH:17]=[C:18]([CH:20]=[C:21]([Cl:23])[CH:22]=1)[NH2:19]. (3) Given the product [CH3:1][C:2]([CH3:29])([CH2:7][C:8]1[O:28][C:11]([C:13]2[S:14][CH:15]=[C:16]([CH2:18][O:19][CH2:20][O:21][CH2:22][CH2:23][Si:24]([CH3:27])([CH3:26])[CH3:25])[N:17]=2)=[N:10][N:9]=1)[C:3]([O:5][CH3:6])=[O:4], predict the reactants needed to synthesize it. The reactants are: [CH3:1][C:2]([CH3:29])([CH2:7][C:8](=[O:28])[NH:9][NH:10][C:11]([C:13]1[S:14][CH:15]=[C:16]([CH2:18][O:19][CH2:20][O:21][CH2:22][CH2:23][Si:24]([CH3:27])([CH3:26])[CH3:25])[N:17]=1)=O)[C:3]([O:5][CH3:6])=[O:4].CC1C=CC(S(Cl)(=O)=O)=CC=1.O. (4) Given the product [CH3:48][Si:47]([CH3:50])([CH3:49])[O:1][CH:2]1[CH2:3][CH2:4][CH:5]([C:8]2([CH2:9][CH:10]([C:18]3[CH:23]=[CH:22][C:21]([S:24]([CH3:27])(=[O:25])=[O:26])=[CH:20][CH:19]=3)[C:11]3[CH:16]=[CH:15][CH:14]=[CH:13][C:12]=3[CH3:17])[O:31][CH2:32][CH2:33][O:28]2)[CH2:6][CH2:7]1, predict the reactants needed to synthesize it. The reactants are: [OH:1][CH:2]1[CH2:7][CH2:6][CH:5]([C:8](=[O:28])[CH2:9][CH:10]([C:18]2[CH:23]=[CH:22][C:21]([S:24]([CH3:27])(=[O:26])=[O:25])=[CH:20][CH:19]=2)[C:11]2[CH:16]=[CH:15][CH:14]=[CH:13][C:12]=2[CH3:17])[CH2:4][CH2:3]1.C[Si](C)(C)[O:31][CH2:32][CH2:33]O[Si](C)(C)C.FC(F)(F)S(O[Si:47]([CH3:50])([CH3:49])[CH3:48])(=O)=O.C(N(CC)CC)C.